This data is from Reaction yield outcomes from USPTO patents with 853,638 reactions. The task is: Predict the reaction yield, written as a fraction of the theoretical maximum amount of product (1.0 means a 100% yield; for example, 0.34 means a 34% yield). (1) The reactants are [CH3:1][C:2]1[CH:3]=[C:4]2[C:12]3=[C:13]([O:15][CH2:16][CH:17]([C:18]4[CH:23]=[CH:22][CH:21]=[CH:20][CH:19]=4)[N:11]3[C:10]3[CH:9]=[CH:8][CH:7]=[C:6]([O:24][CH2:25][CH2:26][NH:27][C:28](=O)[CH3:29])[C:5]2=3)[CH:14]=1.CO. The catalyst is C1COCC1. The product is [CH2:28]([NH:27][CH2:26][CH2:25][O:24][C:6]1[C:5]2[C:4]3[C:12]4=[C:13]([O:15][CH2:16][CH:17]([C:18]5[CH:23]=[CH:22][CH:21]=[CH:20][CH:19]=5)[N:11]4[C:10]=2[CH:9]=[CH:8][CH:7]=1)[CH:14]=[C:2]([CH3:1])[CH:3]=3)[CH3:29]. The yield is 0.700. (2) The catalyst is C(O)C. The yield is 0.840. The product is [Cl:26][C:23]1[CH:24]=[CH:25][C:20]([CH2:19][CH:18]([CH3:34])[CH2:17][CH2:16][O:15][C:12]2[CH:13]=[CH:14][C:9]([CH:7]3[CH2:8][CH:6]3[C:4]([OH:5])=[O:3])=[C:10]([CH3:35])[CH:11]=2)=[C:21]([O:27][C:28]2[CH:33]=[CH:32][CH:31]=[CH:30][CH:29]=2)[CH:22]=1. The reactants are C([O:3][C:4]([CH:6]1[CH2:8][CH:7]1[C:9]1[CH:14]=[CH:13][C:12]([O:15][CH2:16][CH2:17][CH:18]([CH3:34])[CH2:19][C:20]2[CH:25]=[CH:24][C:23]([Cl:26])=[CH:22][C:21]=2[O:27][C:28]2[CH:33]=[CH:32][CH:31]=[CH:30][CH:29]=2)=[CH:11][C:10]=1[CH3:35])=[O:5])C.[OH-].[Na+].Cl. (3) The reactants are [NH2:1][C:2]1[CH:3]=[CH:4][C:5]([CH3:22])=[C:6]([C:8]2[CH:9]=[C:10]([N:16]3[CH2:21][CH2:20][O:19][CH2:18][CH2:17]3)[C:11](=[O:15])[N:12]([CH3:14])[CH:13]=2)[CH:7]=1.Br[C:24]1[CH:25]=[C:26]([C:33]([F:36])([F:35])[F:34])[C:27](=[O:32])[N:28]([CH2:30][CH3:31])[CH:29]=1.C(Cl)Cl.C1CCN2C(=NCCC2)CC1.C1C[O:54][CH2:53]C1. The catalyst is C1C=CC(P(C2C=CC=CC=2)[C-]2C=CC=C2)=CC=1.C1C=CC(P(C2C=CC=CC=2)[C-]2C=CC=C2)=CC=1.Cl[Pd]Cl.[Fe+2]. The product is [CH2:30]([N:28]1[C:27](=[O:32])[C:26]([C:33]([F:36])([F:35])[F:34])=[CH:25][C:24]([C:53]([NH:1][C:2]2[CH:3]=[CH:4][C:5]([CH3:22])=[C:6]([C:8]3[CH:9]=[C:10]([N:16]4[CH2:17][CH2:18][O:19][CH2:20][CH2:21]4)[C:11](=[O:15])[N:12]([CH3:14])[CH:13]=3)[CH:7]=2)=[O:54])=[CH:29]1)[CH3:31]. The yield is 0.150. (4) The reactants are [CH2:1]([NH:5][CH2:6][CH2:7][CH2:8][CH3:9])[CH2:2][CH2:3][CH3:4].C[Al](C)C.C(O[C:17]([C:19]1[C:23]([Cl:24])=[C:22]([CH3:25])[NH:21][N:20]=1)=[O:18])C.[C@H](O)(C([O-])=O)[C@@H](O)C([O-])=O.[Na+].[K+]. The catalyst is ClCCl. The product is [CH2:1]([N:5]([CH2:6][CH2:7][CH2:8][CH3:9])[C:17]([C:19]1[C:23]([Cl:24])=[C:22]([CH3:25])[NH:21][N:20]=1)=[O:18])[CH2:2][CH2:3][CH3:4]. The yield is 0.680.